Task: Binary Classification. Given a drug SMILES string, predict its activity (active/inactive) in a high-throughput screening assay against a specified biological target.. Dataset: Choline transporter screen with 302,306 compounds (1) The result is 0 (inactive). The drug is S(=O)(=O)(N1CCN=C1c1ccccc1)c1c(c(c(OCC)cc1)C)C. (2) The drug is o1c2c(cc3c(c2)cccc3)cc(c1=O)C(OCC)=O. The result is 0 (inactive). (3) The molecule is O1c2c(OC1)ccc(CNC(=O)Nc1cc3c(cc1)cccc3)c2. The result is 0 (inactive). (4) The compound is O=C(NC(CNC(=O)c1ccc(OC)cc1)C)c1ccc(OC)cc1. The result is 0 (inactive). (5) The compound is O=C1N(C(=O)C2C3CC(C12)C(C3)c1ccccc1)c1c(OC)cccc1. The result is 0 (inactive). (6) The molecule is S=C(N(CCc1c2c([nH]c1C)ccc(c2)C)Cc1cc(OC)c(OC)c(OC)c1)NCCOC. The result is 0 (inactive).